Dataset: Forward reaction prediction with 1.9M reactions from USPTO patents (1976-2016). Task: Predict the product of the given reaction. (1) Given the reactants [NH2:1][C@H:2]1[CH2:7][CH2:6][CH2:5][CH2:4][C@H:3]1[NH:8][C:9]1[N:14]=[C:13](NC2C=CC(C3ON=CC=3)=CC=2)[C:12]([C:27]([NH2:29])=[O:28])=[CH:11][N:10]=1.[CH3:30][C:31]1[CH:35]=[CH:34][N:33]([C:36]2[CH:42]=[CH:41][C:39]([NH2:40])=[CH:38][CH:37]=2)[N:32]=1, predict the reaction product. The product is: [NH2:1][C@H:2]1[CH2:7][CH2:6][CH2:5][CH2:4][C@H:3]1[NH:8][C:9]1[N:14]=[C:13]([NH:40][C:39]2[CH:41]=[CH:42][C:36]([N:33]3[CH:34]=[CH:35][C:31]([CH3:30])=[N:32]3)=[CH:37][CH:38]=2)[C:12]([C:27]([NH2:29])=[O:28])=[CH:11][N:10]=1. (2) The product is: [CH3:14][NH:15][S:16]([C:19]1[CH:20]=[C:21]([O:7][C:1]2[CH:6]=[CH:5][CH:4]=[CH:3][CH:2]=2)[CH:22]=[CH:23][CH:24]=1)(=[O:18])=[O:17]. Given the reactants [C:1]1([OH:7])[CH:6]=[CH:5][CH:4]=[CH:3][CH:2]=1.C([O-])([O-])=O.[K+].[K+].[CH3:14][NH:15][S:16]([C:19]1[CH:24]=[CH:23][CH:22]=[C:21](Br)[CH:20]=1)(=[O:18])=[O:17], predict the reaction product. (3) Given the reactants [NH2:1][C:2]1[C:3]([NH:10][CH2:11][C@@H:12]2[CH2:16][CH2:15][N:14]([C:17]([CH:19]3[CH2:21][CH2:20]3)=[O:18])[CH2:13]2)=[C:4]([CH:7]=[CH:8][CH:9]=1)[C:5]#[N:6].[Br:22][C:23]1[CH:30]=[CH:29][C:26]([CH:27]=O)=[CH:25][CH:24]=1.CO.C(Cl)Cl, predict the reaction product. The product is: [Br:22][C:23]1[CH:30]=[CH:29][C:26]([C:27]2[N:10]([CH2:11][C@@H:12]3[CH2:16][CH2:15][N:14]([C:17]([CH:19]4[CH2:20][CH2:21]4)=[O:18])[CH2:13]3)[C:3]3[C:4]([C:5]#[N:6])=[CH:7][CH:8]=[CH:9][C:2]=3[N:1]=2)=[CH:25][CH:24]=1. (4) Given the reactants [CH3:1][O:2][C:3]1[CH:4]=[C:5]([CH:9]=[CH:10][C:11]=1[N:12]1[C@H:16]([CH3:17])[CH2:15][O:14][C:13]1=[O:18])[C:6]([OH:8])=O.[ClH:19].[CH3:20][C:21]1[C:22]([N:28]2[CH2:33][CH2:32][NH:31][CH2:30][CH2:29]2)=[N:23][CH:24]=[C:25]([CH3:27])[CH:26]=1, predict the reaction product. The product is: [ClH:19].[CH3:20][C:21]1[C:22]([N:28]2[CH2:29][CH2:30][N:31]([C:6]([C:5]3[CH:9]=[CH:10][C:11]([N:12]4[C@H:16]([CH3:17])[CH2:15][O:14][C:13]4=[O:18])=[C:3]([O:2][CH3:1])[CH:4]=3)=[O:8])[CH2:32][CH2:33]2)=[N:23][CH:24]=[C:25]([CH3:27])[CH:26]=1. (5) Given the reactants ClC1C=C(C=CC=1)C(OO)=[O:6].[C:12]([C:16]([NH:18][C:19]1[CH:31]=[CH:30][C:22]2[S:23][C:24]3[CH:29]=[CH:28][CH:27]=[CH:26][C:25]=3[C:21]=2[CH:20]=1)=[O:17])([CH3:15])([CH3:14])[CH3:13].C(Cl)Cl, predict the reaction product. The product is: [O:6]=[S:23]1[C:24]2[CH:29]=[CH:28][CH:27]=[CH:26][C:25]=2[C:21]2[CH:20]=[C:19]([NH:18][C:16]([C:12]([CH3:15])([CH3:13])[CH3:14])=[O:17])[CH:31]=[CH:30][C:22]1=2. (6) Given the reactants [NH2:1][CH:2]1[CH2:7][CH2:6][CH:5]([CH2:8][CH2:9][N:10]2[C:19]3[C:14](=[CH:15][CH:16]=[C:17]([O:20][CH3:21])[CH:18]=3)[C:13]([CH3:22])=[CH:12][C:11]2=[O:23])[CH2:4][CH2:3]1.[O:24]1[C:33]2[CH:32]=[C:31]([CH:34]=O)[N:30]=[CH:29][C:28]=2[O:27][CH2:26][CH2:25]1.C(O[BH-](OC(=O)C)OC(=O)C)(=O)C.[Na+].C(=O)([O-])O.[Na+], predict the reaction product. The product is: [O:24]1[C:33]2[CH:32]=[C:31]([CH2:34][NH:1][CH:2]3[CH2:7][CH2:6][CH:5]([CH2:8][CH2:9][N:10]4[C:19]5[C:14](=[CH:15][CH:16]=[C:17]([O:20][CH3:21])[CH:18]=5)[C:13]([CH3:22])=[CH:12][C:11]4=[O:23])[CH2:4][CH2:3]3)[N:30]=[CH:29][C:28]=2[O:27][CH2:26][CH2:25]1.